From a dataset of Forward reaction prediction with 1.9M reactions from USPTO patents (1976-2016). Predict the product of the given reaction. (1) Given the reactants [CH3:1][N:2]([CH3:24])[CH2:3][CH2:4][O:5][C:6]1[CH:23]=[CH:22][C:9]2[N:10]([CH2:19][O:20][CH3:21])[C:11](=[O:18])[C:12]3[CH:13]=[CH:14][CH:15]=[N:16][C:17]=3[C:8]=2[CH:7]=1, predict the reaction product. The product is: [CH3:24][N:2]([CH3:1])[CH2:3][CH2:4][O:5][C:6]1[CH:23]=[CH:22][C:9]2[N:10]([CH2:19][O:20][CH3:21])[C:11](=[O:18])[C:12]3[CH2:13][CH2:14][CH2:15][NH:16][C:17]=3[C:8]=2[CH:7]=1. (2) The product is: [Cl:1][C:2]1[CH:3]=[C:4]([C:12]2[O:16][N:15]=[C:14]([C:17]3[CH:25]=[CH:24][C:23]([CH2:26][CH2:27][C:28]([OH:30])=[O:29])=[C:22]4[C:18]=3[CH:19]=[CH:20][NH:21]4)[N:13]=2)[CH:5]=[N:6][C:7]=1[O:8][CH:9]([CH3:10])[CH3:11]. Given the reactants [Cl:1][C:2]1[CH:3]=[C:4]([C:12]2[O:16][N:15]=[C:14]([C:17]3[CH:25]=[CH:24][C:23]([CH2:26][CH2:27][C:28]([O:30]CC)=[O:29])=[C:22]4[C:18]=3[CH:19]=[CH:20][NH:21]4)[N:13]=2)[CH:5]=[N:6][C:7]=1[O:8][CH:9]([CH3:11])[CH3:10].[OH-].[Na+].Cl, predict the reaction product. (3) The product is: [CH3:1][O:2][CH2:3][CH2:4][N:5]1[CH2:10][CH2:9][N:8]2[N:11]=[C:12]([NH2:14])[CH:13]=[C:7]2[CH2:6]1. Given the reactants [CH3:1][O:2][CH2:3][CH2:4][N:5]1[CH2:10][CH2:9][N:8]2[N:11]=[C:12]([N+:14]([O-])=O)[CH:13]=[C:7]2[CH2:6]1.[H][H], predict the reaction product. (4) Given the reactants [Cl:1][C:2]1[CH:7]=[C:6]([F:8])[CH:5]=[CH:4][C:3]=1[S:9]([NH:12][C@@H:13]([C:25](O)=[O:26])[CH2:14][CH2:15][CH2:16][NH:17][C:18]([O:20][C:21]([CH3:24])([CH3:23])[CH3:22])=[O:19])(=[O:11])=[O:10], predict the reaction product. The product is: [Cl:1][C:2]1[CH:7]=[C:6]([F:8])[CH:5]=[CH:4][C:3]=1[S:9]([NH:12][C@@H:13]([CH2:25][OH:26])[CH2:14][CH2:15][CH2:16][NH:17][C:18](=[O:19])[O:20][C:21]([CH3:23])([CH3:24])[CH3:22])(=[O:10])=[O:11]. (5) Given the reactants [C:1]([C:5]1[CH:10]=[CH:9][C:8]([S:11]([N:14]([CH2:25][C:26](O)=[O:27])[C:15]2[CH:16]=[C:17]3[C:22](=[CH:23][CH:24]=2)[N:21]=[CH:20][CH:19]=[CH:18]3)(=[O:13])=[O:12])=[CH:7][CH:6]=1)([CH3:4])([CH3:3])[CH3:2].[CH2:29]([NH:31][CH2:32][CH2:33][OH:34])[CH3:30], predict the reaction product. The product is: [C:1]([C:5]1[CH:10]=[CH:9][C:8]([S:11]([N:14]([C:15]2[CH:16]=[C:17]3[C:22](=[CH:23][CH:24]=2)[N:21]=[CH:20][CH:19]=[CH:18]3)[CH2:25][C:26]([N:31]([CH2:29][CH3:30])[CH2:32][CH2:33][OH:34])=[O:27])(=[O:12])=[O:13])=[CH:7][CH:6]=1)([CH3:4])([CH3:2])[CH3:3]. (6) Given the reactants [CH2:1]([O:3][C:4]([C:6]1[C:7]([CH3:26])=[C:8]([C:19]([O:21][C:22]([CH3:25])([CH3:24])[CH3:23])=[O:20])[NH:9][C:10]=1[CH2:11][CH2:12][CH2:13]OS(C)(=O)=O)=[O:5])[CH3:2].[NH2:27][CH2:28][CH:29]([OH:37])[CH2:30][N:31]1[CH2:36][CH2:35][O:34][CH2:33][CH2:32]1, predict the reaction product. The product is: [CH2:1]([O:3][C:4]([C:6]1[C:7]([CH3:26])=[C:8]([C:19]([O:21][C:22]([CH3:25])([CH3:24])[CH3:23])=[O:20])[NH:9][C:10]=1[CH2:11][CH2:12][CH2:13][NH:27][CH2:28][CH:29]([OH:37])[CH2:30][N:31]1[CH2:32][CH2:33][O:34][CH2:35][CH2:36]1)=[O:5])[CH3:2]. (7) Given the reactants [NH2:1][C:2]1[CH:7]=[CH:6][C:5]([N:8]([CH2:30][C:31]2[CH:36]=[CH:35][CH:34]=[C:33]([C:37]#[N:38])[CH:32]=2)[CH:9]2[CH2:14][CH2:13][N:12]([CH:15]([CH3:29])[CH2:16][CH2:17][NH:18][C:19](=[O:28])[C:20]3[C:25]([CH3:26])=[CH:24][CH:23]=[CH:22][C:21]=3[CH3:27])[CH2:11][CH2:10]2)=[CH:4][CH:3]=1.C([O-])([O-])=O.[K+].[K+].[CH3:45][N:46]([CH3:50])[C:47](Cl)=[O:48], predict the reaction product. The product is: [C:37]([C:33]1[CH:32]=[C:31]([CH:36]=[CH:35][CH:34]=1)[CH2:30][N:8]([C:5]1[CH:6]=[CH:7][C:2]([NH:1][C:47]([N:46]([CH3:50])[CH3:45])=[O:48])=[CH:3][CH:4]=1)[CH:9]1[CH2:10][CH2:11][N:12]([CH:15]([CH3:29])[CH2:16][CH2:17][NH:18][C:19](=[O:28])[C:20]2[C:21]([CH3:27])=[CH:22][CH:23]=[CH:24][C:25]=2[CH3:26])[CH2:13][CH2:14]1)#[N:38].